Dataset: Reaction yield outcomes from USPTO patents with 853,638 reactions. Task: Predict the reaction yield, written as a fraction of the theoretical maximum amount of product (1.0 means a 100% yield; for example, 0.34 means a 34% yield). (1) The reactants are [NH2:1][CH2:2][C@@:3]1([OH:11])[CH:8]2[CH2:9][CH2:10][N:5]([CH2:6][CH2:7]2)[CH2:4]1.CCN(C(C)C)C(C)C.C([O-])([O-])=O.[Cs+].[Cs+].[O:27]1[C:31]2[CH:32]=[CH:33][CH:34]=[CH:35][C:30]=2[N:29]=[C:28]1[N:36]=[C:37](SC)SC. The catalyst is CN(C=O)C. The product is [O:27]1[C:31]2[CH:32]=[CH:33][CH:34]=[CH:35][C:30]=2[N:29]=[C:28]1[NH:36][C:37]1[O:11][C@:3]2([CH2:2][N:1]=1)[CH:8]1[CH2:7][CH2:6][N:5]([CH2:10][CH2:9]1)[CH2:4]2. The yield is 0.900. (2) The yield is 0.940. The product is [CH3:12][N:13]1[CH2:19][CH2:18][CH2:17][N:16]([C:2]2[N:7]=[CH:6][C:5]([C:8]([O:10][CH3:11])=[O:9])=[CH:4][N:3]=2)[CH2:15][CH2:14]1. The catalyst is ClCCl. The reactants are Cl[C:2]1[N:7]=[CH:6][C:5]([C:8]([O:10][CH3:11])=[O:9])=[CH:4][N:3]=1.[CH3:12][N:13]1[CH2:19][CH2:18][CH2:17][NH:16][CH2:15][CH2:14]1.C(N(C(C)C)C(C)C)C. (3) The yield is 0.370. The product is [C:1]([C:3]1[CH:8]=[CH:7][C:6]([N:9]2[C@H:13]3[CH2:14][CH2:15][CH2:16][CH2:17][C@@H:12]3[N:11]([C:18]3[CH:26]=[CH:25][C:21]([C:22]([NH:33][CH2:34][CH2:35][OH:36])=[O:24])=[C:20]([F:27])[CH:19]=3)[C:10]2=[O:28])=[CH:5][C:4]=1[C:29]([F:30])([F:31])[F:32])#[N:2]. No catalyst specified. The reactants are [C:1]([C:3]1[CH:8]=[CH:7][C:6]([N:9]2[C@H:13]3[CH2:14][CH2:15][CH2:16][CH2:17][C@@H:12]3[N:11]([C:18]3[CH:26]=[CH:25][C:21]([C:22]([OH:24])=O)=[C:20]([F:27])[CH:19]=3)[C:10]2=[O:28])=[CH:5][C:4]=1[C:29]([F:32])([F:31])[F:30])#[N:2].[NH2:33][CH2:34][CH2:35][OH:36]. (4) The reactants are S(Cl)(Cl)=O.[Cl:5][C:6]1[CH:11]=[CH:10][CH:9]=[CH:8][C:7]=1[CH:12](O)[CH3:13].[ClH:15]. The catalyst is C1(C)C=CC=CC=1. The product is [Cl:5][C:6]1[CH:11]=[CH:10][CH:9]=[CH:8][C:7]=1[CH:12]([Cl:15])[CH3:13]. The yield is 0.720. (5) The reactants are Cl[C:2]1[N:7]=[C:6]([C:8]2[S:12][C:11]([CH:13]([CH3:15])[CH3:14])=[N:10][C:9]=2[C:16]2[CH:17]=[CH:18][C:19]([F:34])=[C:20]([NH:22][S:23]([C:26]3[C:31]([F:32])=[CH:30][CH:29]=[CH:28][C:27]=3[F:33])(=[O:25])=[O:24])[CH:21]=2)[CH:5]=[CH:4][N:3]=1.[CH2:35]([O:37][CH2:38][CH2:39][NH2:40])[CH3:36]. No catalyst specified. The product is [CH2:35]([O:37][CH2:38][CH2:39][NH:40][C:2]1[N:7]=[C:6]([C:8]2[S:12][C:11]([CH:13]([CH3:14])[CH3:15])=[N:10][C:9]=2[C:16]2[CH:17]=[CH:18][C:19]([F:34])=[C:20]([NH:22][S:23]([C:26]3[C:31]([F:32])=[CH:30][CH:29]=[CH:28][C:27]=3[F:33])(=[O:24])=[O:25])[CH:21]=2)[CH:5]=[CH:4][N:3]=1)[CH3:36]. The yield is 0.360.